Dataset: Peptide-MHC class I binding affinity with 185,985 pairs from IEDB/IMGT. Task: Regression. Given a peptide amino acid sequence and an MHC pseudo amino acid sequence, predict their binding affinity value. This is MHC class I binding data. (1) The peptide sequence is TLLVDLLWL. The MHC is HLA-B07:02 with pseudo-sequence HLA-B07:02. The binding affinity (normalized) is 0. (2) The MHC is HLA-A02:06 with pseudo-sequence HLA-A02:06. The binding affinity (normalized) is 0.819. The peptide sequence is FNMLSTVLGV.